From a dataset of NCI-60 drug combinations with 297,098 pairs across 59 cell lines. Regression. Given two drug SMILES strings and cell line genomic features, predict the synergy score measuring deviation from expected non-interaction effect. (1) Cell line: PC-3. Drug 1: COC1=NC(=NC2=C1N=CN2C3C(C(C(O3)CO)O)O)N. Drug 2: C1=NC2=C(N=C(N=C2N1C3C(C(C(O3)CO)O)F)Cl)N. Synergy scores: CSS=6.88, Synergy_ZIP=-2.98, Synergy_Bliss=-3.89, Synergy_Loewe=-12.6, Synergy_HSA=-4.07. (2) Drug 1: C1=CC(=CC=C1C#N)C(C2=CC=C(C=C2)C#N)N3C=NC=N3. Drug 2: CCN(CC)CCCC(C)NC1=C2C=C(C=CC2=NC3=C1C=CC(=C3)Cl)OC. Cell line: TK-10. Synergy scores: CSS=14.7, Synergy_ZIP=-5.14, Synergy_Bliss=-4.78, Synergy_Loewe=-2.60, Synergy_HSA=-2.09. (3) Drug 1: CC1C(C(CC(O1)OC2CC(OC(C2O)C)OC3=CC4=CC5=C(C(=O)C(C(C5)C(C(=O)C(C(C)O)O)OC)OC6CC(C(C(O6)C)O)OC7CC(C(C(O7)C)O)OC8CC(C(C(O8)C)O)(C)O)C(=C4C(=C3C)O)O)O)O. Drug 2: CCCCC(=O)OCC(=O)C1(CC(C2=C(C1)C(=C3C(=C2O)C(=O)C4=C(C3=O)C=CC=C4OC)O)OC5CC(C(C(O5)C)O)NC(=O)C(F)(F)F)O. Cell line: SNB-19. Synergy scores: CSS=36.0, Synergy_ZIP=-3.16, Synergy_Bliss=-4.10, Synergy_Loewe=-6.06, Synergy_HSA=-1.24. (4) Drug 1: C1=NC2=C(N=C(N=C2N1C3C(C(C(O3)CO)O)O)F)N. Drug 2: CN(C(=O)NC(C=O)C(C(C(CO)O)O)O)N=O. Cell line: RPMI-8226. Synergy scores: CSS=-11.7, Synergy_ZIP=1.50, Synergy_Bliss=-9.98, Synergy_Loewe=-14.1, Synergy_HSA=-15.0. (5) Drug 1: CCCS(=O)(=O)NC1=C(C(=C(C=C1)F)C(=O)C2=CNC3=C2C=C(C=N3)C4=CC=C(C=C4)Cl)F. Drug 2: CC1OCC2C(O1)C(C(C(O2)OC3C4COC(=O)C4C(C5=CC6=C(C=C35)OCO6)C7=CC(=C(C(=C7)OC)O)OC)O)O. Cell line: MDA-MB-435. Synergy scores: CSS=32.3, Synergy_ZIP=0.558, Synergy_Bliss=3.13, Synergy_Loewe=-4.88, Synergy_HSA=3.22. (6) Drug 1: CC1=C(C=C(C=C1)NC2=NC=CC(=N2)N(C)C3=CC4=NN(C(=C4C=C3)C)C)S(=O)(=O)N.Cl. Drug 2: C1=CN(C=N1)CC(O)(P(=O)(O)O)P(=O)(O)O. Cell line: 786-0. Synergy scores: CSS=35.5, Synergy_ZIP=2.72, Synergy_Bliss=3.85, Synergy_Loewe=-21.0, Synergy_HSA=4.35.